Dataset: Full USPTO retrosynthesis dataset with 1.9M reactions from patents (1976-2016). Task: Predict the reactants needed to synthesize the given product. Given the product [NH2:20][CH2:23][C@@H:24]1[O:28][C:27](=[O:29])[N:26]([C:30]2[CH:35]=[CH:34][C:33]([S:36][C:37]([C:38]3[CH:39]=[CH:40][CH:41]=[CH:42][CH:43]=3)([C:44]3[CH:45]=[CH:46][CH:47]=[CH:48][CH:49]=3)[C:50]3[CH:55]=[CH:54][CH:53]=[CH:52][CH:51]=3)=[C:32]([F:56])[CH:31]=2)[CH2:25]1, predict the reactants needed to synthesize it. The reactants are: C1(P(C2C=CC=CC=2)C2C=CC=CC=2)C=CC=CC=1.[N:20]([CH2:23][C@H:24]1[O:28][C:27](=[O:29])[N:26]([C:30]2[CH:35]=[CH:34][C:33]([S:36][C:37]([C:50]3[CH:55]=[CH:54][CH:53]=[CH:52][CH:51]=3)([C:44]3[CH:49]=[CH:48][CH:47]=[CH:46][CH:45]=3)[C:38]3[CH:43]=[CH:42][CH:41]=[CH:40][CH:39]=3)=[C:32]([F:56])[CH:31]=2)[CH2:25]1)=[N+]=[N-].O.